This data is from Catalyst prediction with 721,799 reactions and 888 catalyst types from USPTO. The task is: Predict which catalyst facilitates the given reaction. (1) Reactant: [F:1][C:2]([F:9])([F:8])[C:3]([O:5]CC)=O.C[O-].[Na+].[F:13][C:14]1[CH:19]=[CH:18][C:17]([C:20](=[O:22])[CH3:21])=[CH:16][CH:15]=1.Cl. Product: [F:9][C:2]([F:1])([F:8])[C:3](=[O:5])[CH2:21][C:20]([C:17]1[CH:18]=[CH:19][C:14]([F:13])=[CH:15][CH:16]=1)=[O:22]. The catalyst class is: 282. (2) The catalyst class is: 6. Product: [CH3:4][C:2]([NH:5][CH2:6][CH:7]([OH:17])[C:8]1[CH:9]=[CH:10][C:11]([OH:16])=[C:12]([CH2:14][OH:15])[CH:13]=1)([CH3:1])[CH3:3]. Reactant: [CH3:1][C:2]([NH:5][CH2:6][CH:7]([OH:17])[C:8]1[CH:9]=[CH:10][C:11]([OH:16])=[C:12]([CH2:14][OH:15])[CH:13]=1)([CH3:4])[CH3:3].OS(O)(=O)=O. (3) The catalyst class is: 29. Reactant: [CH3:1][O:2][C:3]1[C:4]([CH3:38])=[C:5]([C:29]([O:36][CH3:37])=[C:30]([O:34][CH3:35])[C:31]=1[O:32][CH3:33])[CH2:6][C:7]1[CH:8]=[CH:9][C:10]([O:21]CC2C=CC=CC=2)=[C:11]([CH:20]=1)[C:12]([N:14]1[CH2:19][CH2:18][CH2:17][CH2:16][CH2:15]1)=[O:13].[H][H]. Product: [CH3:1][O:2][C:3]1[C:4]([CH3:38])=[C:5]([C:29]([O:36][CH3:37])=[C:30]([O:34][CH3:35])[C:31]=1[O:32][CH3:33])[CH2:6][C:7]1[CH:8]=[CH:9][C:10]([OH:21])=[C:11]([CH:20]=1)[C:12]([N:14]1[CH2:15][CH2:16][CH2:17][CH2:18][CH2:19]1)=[O:13]. (4) Reactant: [F:1][CH:2]([F:13])[CH2:3][O:4][C:5]1[CH:12]=[CH:11][C:8]([CH:9]=[O:10])=[CH:7][CH:6]=1.O.O.P([O-])(O)(O)=[O:17].[Na+].CC(=CC)C.Cl([O-])=O.[Na+].[Cl-].[NH4+]. Product: [F:1][CH:2]([F:13])[CH2:3][O:4][C:5]1[CH:12]=[CH:11][C:8]([C:9]([OH:17])=[O:10])=[CH:7][CH:6]=1. The catalyst class is: 371.